The task is: Predict the product of the given reaction.. This data is from Forward reaction prediction with 1.9M reactions from USPTO patents (1976-2016). (1) Given the reactants [CH3:1][O:2][C:3](=[O:28])/[CH:4]=[C:5](\C)/[CH:6]=[CH:7][C:8]1[N:9]([CH:24]([CH3:26])[CH3:25])[C:10]2[C:15]([C:16]=1[C:17]1[CH:22]=[CH:21][C:20]([F:23])=[CH:19][CH:18]=1)=[CH:14][CH:13]=[CH:12][CH:11]=2.[OH-:29].[NH4+].[Cl-].[Na+], predict the reaction product. The product is: [CH3:1][O:2][C:3](=[O:28])[CH2:4][C:5](=[O:29])/[CH:6]=[CH:7]/[C:8]1[N:9]([CH:24]([CH3:26])[CH3:25])[C:10]2[C:15]([C:16]=1[C:17]1[CH:22]=[CH:21][C:20]([F:23])=[CH:19][CH:18]=1)=[CH:14][CH:13]=[CH:12][CH:11]=2. (2) The product is: [ClH:1].[N:16]1[CH:17]=[CH:18][CH:19]=[CH:20][C:15]=1[CH2:14][NH:13][C:2]1[CH:3]=[CH:4][C:5]2[N:6]([C:8]([CH2:11][OH:12])=[CH:9][N:10]=2)[N:7]=1. Given the reactants [Cl:1][C:2]1[CH:3]=[CH:4][C:5]2[N:6]([C:8]([CH2:11][OH:12])=[CH:9][N:10]=2)[N:7]=1.[NH2:13][CH2:14][C:15]1[CH:20]=[CH:19][CH:18]=[CH:17][N:16]=1.Cl, predict the reaction product. (3) Given the reactants [CH:1]([O:4][C:5]([NH:7][C@H:8]([C:12]1[CH:17]=[CH:16][CH:15]=[CH:14][CH:13]=1)[C:9]([OH:11])=O)=[O:6])([CH3:3])[CH3:2].Cl.[CH3:19][O:20][C:21](=[O:27])[C@@H:22]1[CH2:26][CH2:25][CH2:24][NH:23]1.CN1CCOCC1.F[B-](F)(F)F.N1(OC(N(C)C)=[N+](C)C)C2C=CC=CC=2N=N1, predict the reaction product. The product is: [CH3:19][O:20][C:21]([C@@H:22]1[CH2:26][CH2:25][CH2:24][N:23]1[C:9](=[O:11])[C@H:8]([NH:7][C:5]([O:4][CH:1]([CH3:2])[CH3:3])=[O:6])[C:12]1[CH:17]=[CH:16][CH:15]=[CH:14][CH:13]=1)=[O:27]. (4) Given the reactants C([Cl:4])(C)=O.[Cl:5][C:6]1[CH:11]=[CH:10][C:9]([C@H:12]([OH:24])[C@@H:13]2[O:20][C@@H:19]3[C@@H:15]([O:16][C:17](C)(C)[O:18]3)[C@@H:14]2[OH:23])=[CH:8][C:7]=1[CH2:25][C:26]1[CH:35]=[CH:34][C:29]2[O:30][CH2:31][CH2:32][O:33][C:28]=2[CH:27]=1, predict the reaction product. The product is: [ClH:4].[Cl:5][C:6]1[CH:11]=[CH:10][C:9]([C@H:12]2[C@H:13]([OH:20])[C@@H:14]([OH:23])[C@H:15]([OH:16])[CH:19]([O:18][CH3:17])[O:24]2)=[CH:8][C:7]=1[CH2:25][C:26]1[CH:35]=[CH:34][C:29]2[O:30][CH2:31][CH2:32][O:33][C:28]=2[CH:27]=1. (5) Given the reactants Br.[CH3:2][O:3][C:4]1[C:13]2[CH2:12][CH2:11][CH:10]([C:14]3[CH:19]=[CH:18][CH:17]=[CH:16][CH:15]=3)[CH:9]([C:20]3[CH:25]=[CH:24][C:23]([O:26][CH2:27][CH2:28][N:29]4[CH2:33][CH2:32][CH2:31][CH2:30]4)=[CH:22][CH:21]=3)[C:8]=2[CH:7]=[CH:6][C:5]=1[OH:34].[CH3:35]C(O)=O, predict the reaction product. The product is: [CH3:2][O:3][C:4]1[C:5]([O:34][CH3:35])=[CH:6][CH:7]=[C:8]2[C:13]=1[CH2:12][CH2:11][CH:10]([C:14]1[CH:19]=[CH:18][CH:17]=[CH:16][CH:15]=1)[CH:9]2[C:20]1[CH:25]=[CH:24][C:23]([O:26][CH2:27][CH2:28][N:29]2[CH2:33][CH2:32][CH2:31][CH2:30]2)=[CH:22][CH:21]=1. (6) Given the reactants [C:1]([CH:3]([C:5]1[CH:6]=[C:7]([CH:11]=[CH:12][CH:13]=1)[C:8]([OH:10])=[O:9])[CH3:4])#[N:2].S(=O)(=O)(O)O.[CH3:19]O, predict the reaction product. The product is: [C:1]([CH:3]([C:5]1[CH:6]=[C:7]([CH:11]=[CH:12][CH:13]=1)[C:8]([O:10][CH3:19])=[O:9])[CH3:4])#[N:2]. (7) Given the reactants CS([C:5]1[N:6]=[N:7][CH:8]=[C:9]([C:11]2[CH:16]=[CH:15][CH:14]=[CH:13][CH:12]=2)[N:10]=1)(=O)=O.[NH3:17].C1COCC1, predict the reaction product. The product is: [C:11]1([C:9]2[N:10]=[C:5]([NH2:17])[N:6]=[N:7][CH:8]=2)[CH:16]=[CH:15][CH:14]=[CH:13][CH:12]=1.